Task: Predict the product of the given reaction.. Dataset: Forward reaction prediction with 1.9M reactions from USPTO patents (1976-2016) (1) Given the reactants [Cl:1][C:2]1[CH:7]=[CH:6][C:5](B2OC(C)(C)C(C)(C)O2)=[C:4]([F:17])[C:3]=1[O:18][CH3:19].ClC1C=CC=C(F)C=1OC.C([Li:34])CCC, predict the reaction product. The product is: [Cl:1][C:2]1[C:3]([O:18][CH3:19])=[C:4]([F:17])[C:5]([Li:34])=[CH:6][CH:7]=1. (2) Given the reactants CC(C)(C)C([O:5][C@H:6]1[C@H:11]([O:12]C(=O)C(C)(C)C)[C@H:10]([O:19]C(=O)C(C)(C)C)[C@@H:9]([C:26]2[CH:31]=[CH:30][C:29]([C:32]#[C:33][C@@H:34]3[C@@H:39]([OH:40])[C@@H:38]([OH:41])[C@H:37]([OH:42])[C@@H:36]([CH2:43][OH:44])[O:35]3)=[CH:28][CH:27]=2)[O:8][C@@H:7]1[CH2:45][O:46]C(=O)C(C)(C)C)=O.CO[Na].CC(O)=O, predict the reaction product. The product is: [OH:44][CH2:43][C@@H:36]1[C@@H:37]([OH:42])[C@H:38]([OH:41])[C@H:39]([OH:40])[C@@H:34]([C:33]#[C:32][C:29]2[CH:28]=[CH:27][C:26]([C@@H:9]3[C@@H:10]([OH:19])[C@@H:11]([OH:12])[C@H:6]([OH:5])[C@@H:7]([CH2:45][OH:46])[O:8]3)=[CH:31][CH:30]=2)[O:35]1. (3) Given the reactants Cl[C:2]1[C:3]2[C@H:10]([CH3:11])[CH2:9][CH2:8][C:4]=2[N:5]=[CH:6][N:7]=1.[Br-].[CH2:13]([O:15][C:16]([C:18]1[S:22][C:21]([Zn+])=[CH:20][CH:19]=1)=[O:17])[CH3:14].C1COCC1.O, predict the reaction product. The product is: [CH3:11][C@H:10]1[C:3]2[C:2]([C:21]3[S:22][C:18]([C:16]([O:15][CH2:13][CH3:14])=[O:17])=[CH:19][CH:20]=3)=[N:7][CH:6]=[N:5][C:4]=2[CH2:8][CH2:9]1. (4) Given the reactants [NH2:1][C:2]1[CH:3]=[C:4]([OH:12])[C:5](=[CH:10][CH:11]=1)[C:6]([O:8][CH3:9])=[O:7].[Br:13][C:14]1[CH:24]=[CH:23][C:17]([CH2:18][S:19](Cl)(=[O:21])=[O:20])=[CH:16][CH:15]=1, predict the reaction product. The product is: [Br:13][C:14]1[CH:24]=[CH:23][C:17]([CH2:18][S:19]([NH:1][C:2]2[CH:11]=[CH:10][C:5]([C:6]([O:8][CH3:9])=[O:7])=[C:4]([OH:12])[CH:3]=2)(=[O:21])=[O:20])=[CH:16][CH:15]=1.